This data is from Catalyst prediction with 721,799 reactions and 888 catalyst types from USPTO. The task is: Predict which catalyst facilitates the given reaction. (1) Reactant: [Cl:1][C:2]1[CH:34]=[CH:33][CH:32]=[CH:31][C:3]=1[CH2:4][N:5]([CH2:29][CH3:30])[C:6](=[O:28])[CH2:7][O:8][C:9]1[CH:14]=[CH:13][C:12]([CH2:15][CH2:16][S:17][C:18]2[CH:27]=[CH:26][CH:25]=[CH:24][C:19]=2[C:20]([O:22]C)=[O:21])=[CH:11][CH:10]=1.O.[OH-].[Li+]. Product: [Cl:1][C:2]1[CH:34]=[CH:33][CH:32]=[CH:31][C:3]=1[CH2:4][N:5]([CH2:29][CH3:30])[C:6](=[O:28])[CH2:7][O:8][C:9]1[CH:10]=[CH:11][C:12]([CH2:15][CH2:16][S:17][C:18]2[CH:27]=[CH:26][CH:25]=[CH:24][C:19]=2[C:20]([OH:22])=[O:21])=[CH:13][CH:14]=1. The catalyst class is: 1. (2) Reactant: C([O:8][CH:9]1[CH2:15][CH2:14][CH2:13][N:12]([C:16]([O:18][CH2:19][CH3:20])=[O:17])[CH2:11][CH2:10]1)C1C=CC=CC=1. Product: [OH:8][CH:9]1[CH2:15][CH2:14][CH2:13][N:12]([C:16]([O:18][CH2:19][CH3:20])=[O:17])[CH2:11][CH2:10]1. The catalyst class is: 19. (3) Reactant: [C:1]([O:5][C:6]([N:8]1[CH2:12][CH:11]([C:13](O)=[O:14])[CH2:10][CH:9]1[C:16]([O:18][C:19]([CH3:22])([CH3:21])[CH3:20])=[O:17])=[O:7])([CH3:4])([CH3:3])[CH3:2].B.O1CCCC1. Product: [C:1]([O:5][C:6]([N:8]1[CH2:12][C@@H:11]([CH2:13][OH:14])[CH2:10][C@H:9]1[C:16]([O:18][C:19]([CH3:22])([CH3:21])[CH3:20])=[O:17])=[O:7])([CH3:3])([CH3:4])[CH3:2]. The catalyst class is: 7. (4) Reactant: [NH:1]1[CH:5]=[CH:4][N:3]=[C:2]1[C@@H:6]([NH:14][C:15](=[O:30])[CH2:16][N:17]1[C:25]2[CH2:24][CH2:23][CH2:22][CH2:21][C:20]=2[C:19]([C:26]([F:29])([F:28])[F:27])=[N:18]1)[CH2:7][C:8]1[CH:13]=[CH:12][CH:11]=[CH:10][CH:9]=1.I[C:32]1[CH:37]=[CH:36][CH:35]=[CH:34][CH:33]=1.COC1C2C(=C3C(=CC=2)C(OC)=CC=N3)N=CC=1.C([O-])([O-])=O.[Cs+].[Cs+]. Product: [C:8]1([CH2:7][C@H:6]([NH:14][C:15](=[O:30])[CH2:16][N:17]2[C:25]3[CH2:24][CH2:23][CH2:22][CH2:21][C:20]=3[C:19]([C:26]([F:27])([F:28])[F:29])=[N:18]2)[C:2]2[N:1]([C:32]3[CH:37]=[CH:36][CH:35]=[CH:34][CH:33]=3)[CH:5]=[CH:4][N:3]=2)[CH:9]=[CH:10][CH:11]=[CH:12][CH:13]=1. The catalyst class is: 37. (5) Reactant: [CH3:1][C:2]1[S:6][C:5]2=[N:7][C:8]([CH3:13])=[C:9]([C:10]([OH:12])=O)[N:4]2[CH:3]=1.[ClH:14].C(N=C=NCCCN(C)C)C.Cl.F[C:28]1[CH:42]=[CH:41][C:31]([O:32][C:33]2[CH:40]=[CH:39][C:36]([CH2:37][NH2:38])=[CH:35][CH:34]=2)=[CH:30][CH:29]=1. Product: [Cl:14][C:28]1[CH:42]=[CH:41][C:31]([O:32][C:33]2[CH:40]=[CH:39][C:36]([CH2:37][NH:38][C:10]([C:9]3[N:4]4[C:5]([S:6][C:2]([CH3:1])=[CH:3]4)=[N:7][C:8]=3[CH3:13])=[O:12])=[CH:35][CH:34]=2)=[CH:30][CH:29]=1. The catalyst class is: 599. (6) Reactant: COC(=O)CCC(C)=[CH:7][CH2:8][C:9]1[C:10]([O:22][CH2:23][CH2:24][Si:25]([CH3:28])([CH3:27])[CH3:26])=[C:11]2[C:15](=[C:16]([CH3:20])[C:17]=1[O:18][CH3:19])[CH2:14][O:13][C:12]2=[O:21].N1C=CC=CC=1.NC(N)=S.C[OH:42]. The catalyst class is: 2. Product: [CH3:19][O:18][C:17]1[C:16]([CH3:20])=[C:15]2[C:11]([C:12](=[O:21])[O:13][CH2:14]2)=[C:10]([O:22][CH2:23][CH2:24][Si:25]([CH3:27])([CH3:26])[CH3:28])[C:9]=1[CH2:8][CH:7]=[O:42]. (7) Reactant: [NH2:1][C:2]1[N:7]=[C:6]([C:8](=[C:11]2[NH:15][C:14]3[CH:16]=[CH:17][CH:18]=[CH:19][C:13]=3[O:12]2)[C:9]#[N:10])[CH:5]=[CH:4][N:3]=1.Cl.[CH3:21][N:22]1[CH2:27][CH2:26][CH:25]([C:28](O)=[O:29])[CH2:24][CH2:23]1.[I-].ClC1C=CC=C[N+]=1C.CCN(C(C)C)C(C)C. Product: [O:12]1[C:13]2[CH:19]=[CH:18][CH:17]=[CH:16][C:14]=2[NH:15][C:11]1=[C:8]([C:9]#[N:10])[C:6]1[CH:5]=[CH:4][N:3]=[C:2]([NH:1][C:28]([CH:25]2[CH2:26][CH2:27][N:22]([CH3:21])[CH2:23][CH2:24]2)=[O:29])[N:7]=1. The catalyst class is: 1. (8) Reactant: [C:1]([NH:7][C:8](=[O:30])[NH:9][C:10]1[N:15]=[CH:14][C:13]([O:16][C:17]2[CH:22]=[CH:21][N:20]=[C:19]([NH:23][C:24](=[O:29])OC(C)=C)[CH:18]=2)=[CH:12][CH:11]=1)(=[O:6])[C:2]([CH3:5])([CH3:4])[CH3:3].[NH:31]1[CH2:35][CH2:34][CH2:33][CH2:32]1.CN1CCCC1. Product: [C:1]([NH:7][C:8](=[O:30])[NH:9][C:10]1[N:15]=[CH:14][C:13]([O:16][C:17]2[CH:22]=[CH:21][N:20]=[C:19]([NH:23][C:24]([N:31]3[CH2:35][CH2:34][CH2:33][CH2:32]3)=[O:29])[CH:18]=2)=[CH:12][CH:11]=1)(=[O:6])[C:2]([CH3:3])([CH3:4])[CH3:5]. The catalyst class is: 12. (9) Reactant: [S:1]([O:6]C)([O:4][CH3:5])(=[O:3])=[O:2].[NH2:8][C:9]1[N:13]2[CH2:14][CH2:15][CH2:16][N:12]2[C:11](=[O:17])[C:10]=1/[N:18]=[N:19]/[C:20]1[CH:21]=[N:22][CH:23]=[CH:24][CH:25]=1. Product: [CH3:5][O:4][S:1]([O-:6])(=[O:3])=[O:2].[NH2:8][C:9]1[N:13]2[CH2:14][CH2:15][CH2:16][N:12]2[C:11](=[O:17])[C:10]=1/[N:18]=[N:19]/[C:20]1[CH:21]=[N+:22]([CH3:5])[CH:23]=[CH:24][CH:25]=1. The catalyst class is: 1. (10) Reactant: [Li+].C[Si]([N-:6][Si](C)(C)C)(C)C.[N:11]1[CH:16]=[CH:15][CH:14]=[CH:13][CH:12]=1.[CH3:17][C:18](=[CH2:22])[C:19](Cl)=[O:20]. Product: [CH3:17][C:18](=[CH2:22])[C:19]([NH:6][C:14]1[CH:15]=[CH:16][N:11]=[CH:12][CH:13]=1)=[O:20]. The catalyst class is: 1.